From a dataset of Full USPTO retrosynthesis dataset with 1.9M reactions from patents (1976-2016). Predict the reactants needed to synthesize the given product. Given the product [CH:36]1([CH2:42][CH2:43][CH2:44][CH:45]2[CH2:46][CH2:47][N:48]([C:26]3[CH:27]=[C:28]([F:35])[C:29]([O:33][CH3:34])=[CH:30][C:31]=3[F:32])[CH2:49][CH2:50]2)[CH2:37][CH2:38][CH2:39][CH2:40][CH2:41]1, predict the reactants needed to synthesize it. The reactants are: BrC1C=CC(OC)=C(C)C=1.C(N1CCNCC1)CC1C=CC=CC=1.Br[C:26]1[C:31]([F:32])=[CH:30][C:29]([O:33][CH3:34])=[C:28]([F:35])[CH:27]=1.[CH:36]1([CH2:42][CH2:43][CH2:44][CH:45]2[CH2:50][CH2:49][NH:48][CH2:47][CH2:46]2)[CH2:41][CH2:40][CH2:39][CH2:38][CH2:37]1.